This data is from Full USPTO retrosynthesis dataset with 1.9M reactions from patents (1976-2016). The task is: Predict the reactants needed to synthesize the given product. (1) Given the product [CH:2]([N:7]1[CH:11]=[CH:10][C:9]([C:12](=[O:14])[CH3:13])=[CH:8]1)([CH3:3])[CH3:1], predict the reactants needed to synthesize it. The reactants are: [CH3:1][C:2](C)([O-])[CH3:3].[K+].[NH:7]1[CH:11]=[CH:10][C:9]([C:12](=[O:14])[CH3:13])=[CH:8]1.CN(C=O)C.IC(C)C. (2) Given the product [OH:13][C:7]1[C:6]2[C:2]([CH3:11])([CH3:1])[CH2:3][O:4][C:5]=2[CH:10]=[CH:9][CH:8]=1, predict the reactants needed to synthesize it. The reactants are: [CH3:1][C:2]1([CH3:11])[C:6]2[CH:7]=[CH:8][CH:9]=[CH:10][C:5]=2[O:4][CH2:3]1.C[O:13]C1C2C(C)(C)COC=2C=CC=1.N1C=CC(=O)NC1=O.N1CCC(=O)NC1=O.O1C2C=CC=CC=2C=C1.BrC1C=CC=CC=1O.BrC1C(O)=CC=CC=1O.BrCC(C)=C.C([SnH](CCCC)CCCC)CCC. (3) Given the product [CH3:25][C:24]([CH3:28])([CH:27]=[CH:1][C:2]1[CH:3]=[CH:4][CH:5]=[CH:6][CH:7]=1)[CH2:23][N:22]([CH3:29])[CH3:21], predict the reactants needed to synthesize it. The reactants are: [CH2:1](P(=O)(OCC)OCC)[C:2]1[CH:7]=[CH:6][CH:5]=[CH:4][CH:3]=1.[Li]CCCC.[CH3:21][N:22]([CH3:29])[CH2:23][C:24]([CH3:28])([CH3:27])[CH:25]=O. (4) The reactants are: [NH2:1][C:2]1[CH:7]=[CH:6][C:5]([NH:8][C:9]2[N:14]=[CH:13][C:12]([CH2:15][C:16]([NH2:18])=[O:17])=[C:11]([NH:19][CH2:20][C:21]3[CH:26]=[CH:25][CH:24]=[CH:23][CH:22]=3)[CH:10]=2)=[CH:4][CH:3]=1.[CH:27]([N:30]=[C:31]=[O:32])([CH3:29])[CH3:28].O. Given the product [CH2:20]([NH:19][C:11]1[CH:10]=[C:9]([NH:8][C:5]2[CH:4]=[CH:3][C:2]([NH:1][C:31](=[O:32])[NH:30][CH:27]([CH3:29])[CH3:28])=[CH:7][CH:6]=2)[N:14]=[CH:13][C:12]=1[CH2:15][C:16]([NH2:18])=[O:17])[C:21]1[CH:22]=[CH:23][CH:24]=[CH:25][CH:26]=1, predict the reactants needed to synthesize it. (5) Given the product [CH3:28][O:27][C:18]1[CH:17]=[CH:16][C:15]([S:12]([C:5]2[C:6]3[C:11](=[CH:10][CH:9]=[CH:8][CH:7]=3)[C:2]([O:29][CH3:32])=[CH:3][CH:4]=2)(=[O:14])=[O:13])=[CH:20][C:19]=1[N:21]1[CH2:26][CH2:25][NH:24][CH2:23][CH2:22]1, predict the reactants needed to synthesize it. The reactants are: F[C:2]1[C:11]2[C:6](=[CH:7][CH:8]=[CH:9][CH:10]=2)[C:5]([S:12]([C:15]2[CH:16]=[CH:17][C:18]([O:27][CH3:28])=[C:19]([N:21]3[CH2:26][CH2:25][NH:24][CH2:23][CH2:22]3)[CH:20]=2)(=[O:14])=[O:13])=[CH:4][CH:3]=1.[OH-:29].[Na+].O.[CH3:32]O.